This data is from Retrosynthesis with 50K atom-mapped reactions and 10 reaction types from USPTO. The task is: Predict the reactants needed to synthesize the given product. (1) Given the product COc1cc(Nc2nc3n(n2)C(c2ccc(F)cc2)CN(S(C)(=O)=O)C3)ccc1-n1cnc(C)c1, predict the reactants needed to synthesize it. The reactants are: COc1cc(Br)ccc1-n1cnc(C)c1.CS(=O)(=O)N1Cc2nc(N)nn2C(c2ccc(F)cc2)C1. (2) Given the product CCOCCn1c(N2CCCN(CCC3(c4ccccc4)CCN(C(=O)c4cc(C5C=NN=N5)ccc4OC)C3)CC2)nc2ccccc21, predict the reactants needed to synthesize it. The reactants are: CCOCCn1c(N2CCCN(CCC3(c4ccccc4)CCNC3)CC2)nc2ccccc21.COc1ccc(C2C=NN=N2)cc1C(=O)O. (3) Given the product C[C@H](CO)Nc1nc(SCc2ccccc2)nc2nc(N)sc12, predict the reactants needed to synthesize it. The reactants are: C[C@@H](N)CO.Nc1nc2nc(SCc3ccccc3)nc(Cl)c2s1.